From a dataset of Full USPTO retrosynthesis dataset with 1.9M reactions from patents (1976-2016). Predict the reactants needed to synthesize the given product. (1) Given the product [C:1]([Si:5]([C:31]1[CH:36]=[CH:35][CH:34]=[CH:33][CH:32]=1)([C:37]1[CH:38]=[CH:39][CH:40]=[CH:41][CH:42]=1)[O:6][CH2:7][CH2:8][CH2:9][C@H:10]([C:19](=[N:55][O:54][CH3:53])[C:20]#[C:21][CH:22]1[CH2:23][CH:24]([CH2:26][CH:27]([CH3:29])[CH3:28])[CH2:25]1)[CH2:11][C:12]([O:14][C:15]([CH3:18])([CH3:17])[CH3:16])=[O:13])([CH3:3])([CH3:4])[CH3:2], predict the reactants needed to synthesize it. The reactants are: [C:1]([Si:5]([C:37]1[CH:42]=[CH:41][CH:40]=[CH:39][CH:38]=1)([C:31]1[CH:36]=[CH:35][CH:34]=[CH:33][CH:32]=1)[O:6][CH2:7][CH2:8][CH2:9][C@H:10]([C:19](=O)[C:20]#[C:21][CH:22]1[CH2:25][CH:24]([CH2:26][CH:27]([CH3:29])[CH3:28])[CH2:23]1)[CH2:11][C:12]([O:14][C:15]([CH3:18])([CH3:17])[CH3:16])=[O:13])([CH3:4])([CH3:3])[CH3:2].C(O)C.C(=O)([O-])[O-].[Na+].[Na+].[Cl-].[CH3:53][O:54][NH3+:55]. (2) Given the product [N:21]1[CH:22]=[CH:23][CH:24]=[CH:25][C:20]=1[C:2]1[C:3]([NH2:17])=[N:4][C:5](=[O:16])[N:6]([CH:15]=1)[C@@H:7]1[O:14][C@H:11]([CH2:12][OH:13])[C@@H:9]([OH:10])[CH2:8]1, predict the reactants needed to synthesize it. The reactants are: I[C:2]1[C:3]([NH2:17])=[N:4][C:5](=[O:16])[N:6]([CH:15]=1)[C@@H:7]1[O:14][C@H:11]([CH2:12][OH:13])[C@@H:9]([OH:10])[CH2:8]1.C[Sn](C)(C)[C:20]1[CH:25]=[CH:24][CH:23]=[CH:22][N:21]=1. (3) Given the product [Cl:25][C:10]1[N:11]=[N:12][C:13]([C:14]2[CH:19]=[CH:18][C:17]([C:20]([F:23])([F:22])[F:21])=[CH:16][CH:15]=2)=[C:8]([C:7]2[CH:6]=[CH:5][N:4]=[CH:3][C:2]=2[Cl:1])[CH:9]=1, predict the reactants needed to synthesize it. The reactants are: [Cl:1][C:2]1[CH:3]=[N:4][CH:5]=[CH:6][C:7]=1[C:8]1[CH:9]=[C:10](O)[N:11]=[N:12][C:13]=1[C:14]1[CH:19]=[CH:18][C:17]([C:20]([F:23])([F:22])[F:21])=[CH:16][CH:15]=1.[Cl:25]P(=O)(Cl)Cl. (4) Given the product [NH:28]1[C:36]2[C:31](=[CH:32][C:33]([C:2]3[N:11]=[C:10]([NH:12][CH2:13][C:14]([C:22]4[CH:27]=[CH:26][CH:25]=[CH:24][CH:23]=4)([C:16]4[CH:21]=[CH:20][CH:19]=[CH:18][CH:17]=4)[OH:15])[C:9]4[C:4](=[CH:5][CH:6]=[CH:7][CH:8]=4)[N:3]=3)=[CH:34][CH:35]=2)[CH:30]=[CH:29]1, predict the reactants needed to synthesize it. The reactants are: Cl[C:2]1[N:11]=[C:10]([NH:12][CH2:13][C:14]([C:22]2[CH:27]=[CH:26][CH:25]=[CH:24][CH:23]=2)([C:16]2[CH:21]=[CH:20][CH:19]=[CH:18][CH:17]=2)[OH:15])[C:9]2[C:4](=[CH:5][CH:6]=[CH:7][CH:8]=2)[N:3]=1.[NH:28]1[C:36]2[C:31](=[CH:32][C:33](B(O)O)=[CH:34][CH:35]=2)[CH:30]=[CH:29]1.C(NC1C2C(=CC=CC=2)N=C(C2SC3C=CC=CC=3C=2)N=1)(C1C=CC=CC=1)C1C=CC=CC=1.